Dataset: Full USPTO retrosynthesis dataset with 1.9M reactions from patents (1976-2016). Task: Predict the reactants needed to synthesize the given product. (1) Given the product [NH2:1][C:2]1[CH:7]=[CH:6][CH:5]=[CH:4][C:3]=1[C:8]#[C:9][C:10]1[C:11]([O:20][CH3:21])=[CH:12][C:13]([O:18][CH3:19])=[C:14]([CH2:15][OH:16])[CH:17]=1, predict the reactants needed to synthesize it. The reactants are: [NH2:1][C:2]1[CH:7]=[CH:6][CH:5]=[CH:4][C:3]=1[C:8]#[C:9][C:10]1[C:11]([O:20][CH3:21])=[CH:12][C:13]([O:18][CH3:19])=[C:14]([CH:17]=1)[CH:15]=[O:16].[BH4-].[Na+]. (2) Given the product [F:50][C:2]([F:1])([F:49])[C:3]1[CH:4]=[C:5]([CH:42]=[C:43]([C:45]([F:46])([F:47])[F:48])[CH:44]=1)[CH2:6][N:7]([CH2:15][C:16]1[CH:21]=[C:20]([C:22]([F:25])([F:24])[F:23])[CH:19]=[CH:18][C:17]=1[N:26]([CH2:29][C@H:30]1[CH2:31][CH2:32][C@H:33]([CH2:36][C:37]([O:39][CH2:40][CH3:41])=[O:38])[CH2:34][CH2:35]1)[CH2:27][CH3:28])[C:8]1[N:9]=[CH:10][C:11]([O:14][CH2:52][CH2:53][OH:54])=[CH:12][N:13]=1, predict the reactants needed to synthesize it. The reactants are: [F:1][C:2]([F:50])([F:49])[C:3]1[CH:4]=[C:5]([CH:42]=[C:43]([C:45]([F:48])([F:47])[F:46])[CH:44]=1)[CH2:6][N:7]([CH2:15][C:16]1[CH:21]=[C:20]([C:22]([F:25])([F:24])[F:23])[CH:19]=[CH:18][C:17]=1[N:26]([CH2:29][C@H:30]1[CH2:35][CH2:34][C@H:33]([CH2:36][C:37]([O:39][CH2:40][CH3:41])=[O:38])[CH2:32][CH2:31]1)[CH2:27][CH3:28])[C:8]1[N:13]=[CH:12][C:11]([OH:14])=[CH:10][N:9]=1.Br[CH2:52][CH2:53][OH:54].C(=O)([O-])[O-].[K+].[K+].O.